Dataset: Full USPTO retrosynthesis dataset with 1.9M reactions from patents (1976-2016). Task: Predict the reactants needed to synthesize the given product. Given the product [F:1][C:2]1[CH:24]=[CH:23][C:22]([C:25]2[C:26]([CH3:39])=[N:27][C:28]([O:31][CH2:32][CH2:33][CH2:34][S:35]([CH3:38])(=[O:36])=[O:37])=[CH:29][CH:30]=2)=[CH:21][C:3]=1[CH2:4][NH:5][C:6]1[N:11]=[CH:10][C:9]2[CH:12]3[CH:15]([C:16]([OH:18])=[O:17])[CH:13]3[CH2:14][C:8]=2[CH:7]=1, predict the reactants needed to synthesize it. The reactants are: [F:1][C:2]1[CH:24]=[CH:23][C:22]([C:25]2[C:26]([CH3:39])=[N:27][C:28]([O:31][CH2:32][CH2:33][CH2:34][S:35]([CH3:38])(=[O:37])=[O:36])=[CH:29][CH:30]=2)=[CH:21][C:3]=1[CH2:4][NH:5][C:6]1[N:11]=[CH:10][C:9]2[CH:12]3[CH:15]([C:16]([O:18]CC)=[O:17])[CH:13]3[CH2:14][C:8]=2[CH:7]=1.O.[Li+].[OH-].Cl.